Predict which catalyst facilitates the given reaction. From a dataset of Catalyst prediction with 721,799 reactions and 888 catalyst types from USPTO. (1) Reactant: [N:1]1([C:7]2[CH:8]=[C:9]([NH:13][C:14]([C:16]3[C:17]([C:22]4[CH:27]=[CH:26][C:25]([C:28]([F:31])([F:30])[F:29])=[CH:24][CH:23]=4)=[CH:18][CH:19]=[CH:20][CH:21]=3)=[O:15])[CH:10]=[CH:11][CH:12]=2)[CH2:6][CH2:5][NH:4][CH2:3][CH2:2]1.C([O-])([O-])=O.[K+].[K+].[C:38]([C:40]1[CH:41]=[C:42]([CH:45]=[CH:46][CH:47]=1)[CH2:43]Br)#[N:39]. Product: [C:38]([C:40]1[CH:41]=[C:42]([CH:45]=[CH:46][CH:47]=1)[CH2:43][N:4]1[CH2:5][CH2:6][N:1]([C:7]2[CH:8]=[C:9]([NH:13][C:14]([C:16]3[C:17]([C:22]4[CH:27]=[CH:26][C:25]([C:28]([F:29])([F:31])[F:30])=[CH:24][CH:23]=4)=[CH:18][CH:19]=[CH:20][CH:21]=3)=[O:15])[CH:10]=[CH:11][CH:12]=2)[CH2:2][CH2:3]1)#[N:39]. The catalyst class is: 21. (2) Reactant: Br[C:2]1[CH:7]=[C:6]([F:8])[CH:5]=[C:4]([Cl:9])[CH:3]=1.[Mg].II.[C:13]([N:20]1[CH2:24][CH2:23][C:22](=[O:25])[CH2:21]1)([O:15][C:16]([CH3:19])([CH3:18])[CH3:17])=[O:14]. Product: [Cl:9][C:4]1[CH:3]=[C:2]([C:22]2([OH:25])[CH2:23][CH2:24][N:20]([C:13]([O:15][C:16]([CH3:18])([CH3:17])[CH3:19])=[O:14])[CH2:21]2)[CH:7]=[C:6]([F:8])[CH:5]=1. The catalyst class is: 7.